Dataset: Full USPTO retrosynthesis dataset with 1.9M reactions from patents (1976-2016). Task: Predict the reactants needed to synthesize the given product. (1) The reactants are: [CH3:1][O:2][C:3]1[CH:4]=[C:5]([NH:18][C:19](=[O:25])[O:20][C:21]([CH3:24])([CH3:23])[CH3:22])[CH:6]=[CH:7][C:8]=1B1OC(C)(C)C(C)(C)O1.Cl[C:27]1[C:32]([CH:33]=[O:34])=[CH:31][N:30]=[CH:29][CH:28]=1.P([O-])([O-])([O-])=O.[K+].[K+].[K+]. Given the product [CH:33]([C:32]1[CH:31]=[N:30][CH:29]=[CH:28][C:27]=1[C:8]1[CH:7]=[CH:6][C:5]([NH:18][C:19](=[O:25])[O:20][C:21]([CH3:22])([CH3:23])[CH3:24])=[CH:4][C:3]=1[O:2][CH3:1])=[O:34], predict the reactants needed to synthesize it. (2) Given the product [CH:5]1([C:7]([O:9][C:10]([CH3:13])([CH3:12])[CH3:11])=[O:8])[CH2:6][CH:4]1[C:14]([O:16][C:17]([CH3:18])([CH3:19])[CH3:20])=[O:15], predict the reactants needed to synthesize it. The reactants are: [BH4-].[Na+].Br[C:4]1([C:14]([O:16][C:17]([CH3:20])([CH3:19])[CH3:18])=[O:15])[CH2:6][CH:5]1[C:7]([O:9][C:10]([CH3:13])([CH3:12])[CH3:11])=[O:8]. (3) Given the product [C:7]1([C:10]2[CH:15]=[CH:14][CH:13]=[CH:12][CH:11]=2)[CH:8]=[CH:9][C:4]([C:1](=[O:3])[CH2:2][C:21]([O:20][CH2:18][CH3:19])=[O:22])=[CH:5][CH:6]=1, predict the reactants needed to synthesize it. The reactants are: [C:1]([C:4]1[CH:9]=[CH:8][C:7]([C:10]2[CH:15]=[CH:14][CH:13]=[CH:12][CH:11]=2)=[CH:6][CH:5]=1)(=[O:3])[CH3:2].[H-].[Na+].[CH2:18]([O:20][C:21](=O)[O:22]CC)[CH3:19]. (4) Given the product [CH:17]1[C:29]2[CH:28]([CH2:30][O:31][C:32](=[O:33])[NH:7][CH2:6][C:5]3[CH:8]=[CH:9][CH:10]=[C:3]([Br:2])[CH:4]=3)[C:27]3[C:22](=[CH:23][CH:24]=[CH:25][CH:26]=3)[C:21]=2[CH:20]=[CH:19][CH:18]=1, predict the reactants needed to synthesize it. The reactants are: Cl.[Br:2][C:3]1[CH:4]=[C:5]([CH:8]=[CH:9][CH:10]=1)[CH2:6][NH2:7].C([O-])([O-])=O.[Na+].[Na+].[CH:17]1[C:29]2[CH:28]([CH2:30][O:31][C:32](C3CC(=O)N(O)C3=O)=[O:33])[C:27]3[C:22](=[CH:23][CH:24]=[CH:25][CH:26]=3)[C:21]=2[CH:20]=[CH:19][CH:18]=1. (5) Given the product [F:1][C:2]1[CH:3]=[C:4]([C:9]2[CH:24]([C:23]3[CH:26]=[C:27]([N+:30]([O-:32])=[O:31])[C:28]([OH:29])=[C:21]([O:20][CH2:18][CH3:19])[CH:22]=3)[NH:33][C:34](=[O:35])[NH:36][C:10]=2[C:12]2[CH:17]=[CH:16][CH:15]=[CH:14][CH:13]=2)[CH:5]=[CH:6][C:7]=1[F:8], predict the reactants needed to synthesize it. The reactants are: [F:1][C:2]1[CH:3]=[C:4]([CH2:9][C:10]([C:12]2[CH:17]=[CH:16][CH:15]=[CH:14][CH:13]=2)=O)[CH:5]=[CH:6][C:7]=1[F:8].[CH2:18]([O:20][C:21]1[CH:22]=[C:23]([CH:26]=[C:27]([N+:30]([O-:32])=[O:31])[C:28]=1[OH:29])[CH:24]=O)[CH3:19].[NH2:33][C:34]([NH2:36])=[O:35].Cl. (6) Given the product [C:1]([C:3]1[CH:4]=[C:5]([CH:30]=[CH:31][CH:32]=1)[C:6]([NH:8][C:9]1[C:10]([C:26]([F:28])([F:27])[F:29])=[C:11]2[C:17]([CH:18]3[CH2:23][CH2:22][N:21]([C:33](=[O:37])[CH:34]([CH3:36])[CH3:35])[CH2:20][CH:19]3[CH3:24])=[CH:16][N:15]([CH3:25])[C:12]2=[N:13][CH:14]=1)=[O:7])#[N:2], predict the reactants needed to synthesize it. The reactants are: [C:1]([C:3]1[CH:4]=[C:5]([CH:30]=[CH:31][CH:32]=1)[C:6]([NH:8][C:9]1[C:10]([C:26]([F:29])([F:28])[F:27])=[C:11]2[C:17]([CH:18]3[CH2:23][CH2:22][NH:21][CH2:20][CH:19]3[CH3:24])=[CH:16][N:15]([CH3:25])[C:12]2=[N:13][CH:14]=1)=[O:7])#[N:2].[C:33](Cl)(=[O:37])[CH:34]([CH3:36])[CH3:35]. (7) Given the product [C:22]([C:27]1[N:8]([CH2:9][CH:10]2[CH2:11][CH2:12][O:13][CH2:14][CH2:15]2)[C:7]2[CH:6]=[CH:5][C:4]([NH:16][C:17](=[O:20])[O:18][CH3:19])=[CH:3][C:2]=2[N:1]=1)([CH3:26])([CH3:23])[CH3:21], predict the reactants needed to synthesize it. The reactants are: [NH2:1][C:2]1[CH:3]=[C:4]([NH:16][C:17](=[O:20])[O:18][CH3:19])[CH:5]=[CH:6][C:7]=1[NH:8][CH2:9][CH:10]1[CH2:15][CH2:14][O:13][CH2:12][CH2:11]1.[CH3:21][C:22]([CH3:27])([CH3:26])[C:23](Cl)=O.